From a dataset of Catalyst prediction with 721,799 reactions and 888 catalyst types from USPTO. Predict which catalyst facilitates the given reaction. (1) Reactant: FC(F)(F)S(O[C:7]1[CH:12]=[CH:11][C:10]([N:13]([CH3:32])[CH2:14][CH2:15][N:16]([C:18]2[CH:19]=[CH:20][C:21](OS(C(F)(F)F)(=O)=O)=[N:22][CH:23]=2)[CH3:17])=[CH:9][N:8]=1)(=O)=O.[CH3:35][O:36][C:37]1[CH:42]=[C:41]([O:43][CH3:44])[CH:40]=[CH:39][C:38]=1B(O)O.[C:48](=[O:51])([O-])[O-].[Na+].[Na+]. Product: [CH3:35][O:36][C:37]1[CH:42]=[C:41]([O:43][CH3:44])[CH:40]=[CH:39][C:38]=1[C:7]1[CH:12]=[CH:11][C:10]([N:13]([CH3:32])[CH2:14][CH2:15][N:16]([C:18]2[CH:19]=[CH:20][C:21]([C:40]3[CH:41]=[CH:42][C:37]([O:36][CH3:35])=[CH:38][C:39]=3[O:51][CH3:48])=[N:22][CH:23]=2)[CH3:17])=[CH:9][N:8]=1. The catalyst class is: 170. (2) Reactant: Cl[C:2]1[CH2:7][CH2:6][CH2:5][CH2:4][C:3]=1[CH:8]=[CH:9][C:10]([O:12][CH2:13][CH3:14])=[O:11].[N-:15]=[N+]=[N-].[Na+]. Product: [NH:15]1[C:2]2[CH2:7][CH2:6][CH2:5][CH2:4][C:3]=2[CH:8]=[C:9]1[C:10]([O:12][CH2:13][CH3:14])=[O:11]. The catalyst class is: 16. (3) Reactant: [C:1]([O-:5])(=[O:4])[CH:2]=[CH2:3].[Na+].CC(=C)C(OCCC[CH2:15][CH2:16][CH2:17][O:18][C:19]([CH:21]1[CH2:26][CH2:25][CH:24]([CH:27]2[CH2:32][CH2:31][CH:30]([CH2:33][CH2:34][CH2:35]CC)[CH2:29][CH2:28]2)[CH2:23][CH2:22]1)=[O:20])=O.[I-].[Na+].O. Product: [C:1]([O:5][CH2:15][CH2:16][CH2:17][O:18][C:19]([CH:21]1[CH2:26][CH2:25][CH:24]([CH:27]2[CH2:28][CH2:29][CH:30]([CH2:33][CH2:34][CH3:35])[CH2:31][CH2:32]2)[CH2:23][CH2:22]1)=[O:20])(=[O:4])[CH:2]=[CH2:3]. The catalyst class is: 9.